From a dataset of Full USPTO retrosynthesis dataset with 1.9M reactions from patents (1976-2016). Predict the reactants needed to synthesize the given product. (1) Given the product [CH2:1]([O:8][C@H:9]1[C@H:14]([O:15][CH2:16][C:17]2[CH:22]=[CH:21][CH:20]=[CH:19][CH:18]=2)[C@@H:13]([CH2:23][O:24][CH2:25][C:26]2[CH:31]=[CH:30][CH:29]=[CH:28][CH:27]=2)[O:12][C@H:11]([CH2:32][I:33])[C@@H:10]1[O:34][Si:43]([C:46]([CH3:49])([CH3:48])[CH3:47])([CH3:45])[CH3:44])[C:2]1[CH:7]=[CH:6][CH:5]=[CH:4][CH:3]=1, predict the reactants needed to synthesize it. The reactants are: [CH2:1]([O:8][C@H:9]1[C@H:14]([O:15][CH2:16][C:17]2[CH:22]=[CH:21][CH:20]=[CH:19][CH:18]=2)[C@@H:13]([CH2:23][O:24][CH2:25][C:26]2[CH:31]=[CH:30][CH:29]=[CH:28][CH:27]=2)[O:12][C@H:11]([CH2:32][I:33])[C@@H:10]1[OH:34])[C:2]1[CH:7]=[CH:6][CH:5]=[CH:4][CH:3]=1.N1C(C)=CC=CC=1C.[Si:43](OS(C(F)(F)F)(=O)=O)([C:46]([CH3:49])([CH3:48])[CH3:47])([CH3:45])[CH3:44]. (2) Given the product [O:7]=[C:1]1[CH2:6][CH2:5][CH2:4][CH:3]([C:13]#[N:14])[CH2:2]1, predict the reactants needed to synthesize it. The reactants are: [C:1]1(=[O:7])[CH2:6][CH2:5][CH2:4][CH:3]=[CH:2]1.[Al]([C:13]#[N:14])(CC)CC. (3) Given the product [N:6]1([C:7]2[C:8]([C:21]3[CH:26]=[CH:25][CH:24]=[CH:23][CH:22]=3)=[N:9][C:10]3[C:15]([N:16]=2)=[CH:14][C:13]([C:17]([O:19][CH3:20])=[O:18])=[CH:12][CH:11]=3)[C:2]2[C:3](=[CH:27][CH:28]=[CH:29][CH:30]=2)[CH2:4][CH2:5]1, predict the reactants needed to synthesize it. The reactants are: Br[C:2]1[CH:30]=[CH:29][CH:28]=[CH:27][C:3]=1[CH2:4][CH2:5][NH:6][C:7]1[C:8]([C:21]2[CH:26]=[CH:25][CH:24]=[CH:23][CH:22]=2)=[N:9][C:10]2[C:15]([N:16]=1)=[CH:14][C:13]([C:17]([O:19][CH3:20])=[O:18])=[CH:12][CH:11]=2.C1C=CC(P(C2C(C3C(P(C4C=CC=CC=4)C4C=CC=CC=4)=CC=C4C=3C=CC=C4)=C3C(C=CC=C3)=CC=2)C2C=CC=CC=2)=CC=1.C([O-])([O-])=O.[Cs+].[Cs+]. (4) Given the product [Cl:1][C:2]1[C:3]([C:10]2[CH:15]=[C:14]([Cl:16])[CH:13]=[CH:12][C:11]=2[C:17]([F:18])([F:19])[F:20])=[CH:4][C:5](=[O:8])[NH:6][CH:7]=1, predict the reactants needed to synthesize it. The reactants are: [Cl:1][C:2]1[C:3]([C:10]2[CH:15]=[C:14]([Cl:16])[CH:13]=[CH:12][C:11]=2[C:17]([F:20])([F:19])[F:18])=[CH:4][C:5]([O:8]C)=[N:6][CH:7]=1.Cl.[NH+]1C=CC=CC=1.